From a dataset of Kir2.1 potassium channel HTS with 301,493 compounds. Binary Classification. Given a drug SMILES string, predict its activity (active/inactive) in a high-throughput screening assay against a specified biological target. (1) The drug is S(=O)(=O)(N)c1ccc(CCNC(=O)c2c3c(ccc2)cccc3)cc1. The result is 0 (inactive). (2) The result is 0 (inactive). The molecule is O=C(N\N=C(\CCCC)C)c1c(nn(c1)c1ccccc1)c1ccccc1.